Task: Predict the product of the given reaction.. Dataset: Forward reaction prediction with 1.9M reactions from USPTO patents (1976-2016) Given the reactants [NH2:1][C:2]1[CH:22]=[CH:21][C:5]([CH2:6][N:7]([CH:15]2[CH2:20][CH2:19][CH2:18][CH2:17][CH2:16]2)[C:8]([C:10]2[O:11][CH:12]=[CH:13][CH:14]=2)=[O:9])=[CH:4][CH:3]=1.[CH2:23]([O:26][C:27]([NH:29][CH2:30][CH2:31][CH2:32][CH2:33][C@H:34]([NH:38]C(OCC1C2C=CC=CC=2C2C1=CC=CC=2)=O)[C:35](O)=[O:36])=[O:28])[CH:24]=[CH2:25], predict the reaction product. The product is: [CH2:23]([O:26][C:27](=[O:28])[NH:29][CH2:30][CH2:31][CH2:32][CH2:33][C@H:34]([NH2:38])[C:35](=[O:36])[NH:1][C:2]1[CH:3]=[CH:4][C:5]([CH2:6][N:7]([CH:15]2[CH2:20][CH2:19][CH2:18][CH2:17][CH2:16]2)[C:8]([C:10]2[O:11][CH:12]=[CH:13][CH:14]=2)=[O:9])=[CH:21][CH:22]=1)[CH:24]=[CH2:25].